From a dataset of Full USPTO retrosynthesis dataset with 1.9M reactions from patents (1976-2016). Predict the reactants needed to synthesize the given product. (1) Given the product [F:19][C:20]1[C:25]([O:59][CH3:56])=[CH:24][CH:23]=[C:22]([F:1])[C:21]=1[C:28]1[CH:33]=[CH:32][N:31]=[CH:30][C:29]=1[N:34]([CH3:51])[C:35](=[O:50])[C:36]1[CH:41]=[C:40]([C:42]([F:44])([F:43])[F:45])[CH:39]=[C:38]([S:46]([CH3:49])(=[O:47])=[O:48])[CH:37]=1, predict the reactants needed to synthesize it. The reactants are: [F:1]C1C(OC)=CC=C(F)C=1C1C=CN=CC=1NC.[F:19][C:20]1[CH:25]=[CH:24][CH:23]=[C:22](OC)[C:21]=1[C:28]1[CH:33]=[CH:32][N:31]=[CH:30][C:29]=1[N:34]([CH2:51]C(F)(F)F)[C:35](=[O:50])[C:36]1[CH:41]=[C:40]([C:42]([F:45])([F:44])[F:43])[CH:39]=[C:38]([S:46]([CH3:49])(=[O:48])=[O:47])[CH:37]=1.[C:56]([O-:59])(=O)C.[NH4+].C(#N)C. (2) Given the product [CH:7]1([C@@H:5]2[N:4]([C:12]3[CH:19]=[CH:18][C:15]([C:16]#[N:17])=[C:14]([CH3:20])[N:13]=3)[N:3]=[C:2]([C:29]3[CH:39]=[CH:38][C:32]4[O:33][CH2:34][C:35](=[O:37])[NH:36][C:31]=4[CH:30]=3)[CH2:6]2)[CH2:11][CH2:10][CH2:9][CH2:8]1, predict the reactants needed to synthesize it. The reactants are: Cl[C:2]1[CH2:6][C@H:5]([CH:7]2[CH2:11][CH2:10][CH2:9][CH2:8]2)[N:4]([C:12]2[CH:19]=[CH:18][C:15]([C:16]#[N:17])=[C:14]([CH3:20])[N:13]=2)[N:3]=1.CC1(C)C(C)(C)OB([C:29]2[CH:39]=[CH:38][C:32]3[O:33][CH2:34][C:35](=[O:37])[NH:36][C:31]=3[CH:30]=2)O1. (3) Given the product [CH2:22]([O:24][C:25]([C:26]1[N:20]=[C:19]([C:10]2[C:11]3[C:16](=[C:15]([O:17][CH3:18])[CH:14]=[CH:13][CH:12]=3)[N:8]([CH2:7][CH:1]3[CH2:2][CH2:3][CH2:4][CH2:5][CH2:6]3)[CH:9]=2)[S:21][C:27]=1[CH2:28][CH3:29])=[O:32])[CH3:23], predict the reactants needed to synthesize it. The reactants are: [CH:1]1([CH2:7][N:8]2[C:16]3[C:11](=[CH:12][CH:13]=[CH:14][C:15]=3[O:17][CH3:18])[C:10]([C:19](=[S:21])[NH2:20])=[CH:9]2)[CH2:6][CH2:5][CH2:4][CH2:3][CH2:2]1.[CH2:22]([O:24][C:25](=[O:32])[C:26](=O)[CH:27](Cl)[CH2:28][CH3:29])[CH3:23].